From a dataset of Full USPTO retrosynthesis dataset with 1.9M reactions from patents (1976-2016). Predict the reactants needed to synthesize the given product. (1) Given the product [F:27][C:28]1[CH:29]=[C:30]([CH:34]=[C:35]([F:37])[CH:36]=1)[C:31]([N:23]1[CH2:24][CH2:25][CH2:26][CH:21]([C:16]2[C:15]3[C:19](=[CH:20][C:12]([C:10]([N:7]4[CH2:6][CH2:5][N:4]([CH:1]([CH3:3])[CH3:2])[CH2:9][CH2:8]4)=[O:11])=[CH:13][CH:14]=3)[NH:18][CH:17]=2)[CH2:22]1)=[O:32], predict the reactants needed to synthesize it. The reactants are: [CH:1]([N:4]1[CH2:9][CH2:8][N:7]([C:10]([C:12]2[CH:20]=[C:19]3[C:15]([C:16]([CH:21]4[CH2:26][CH2:25][CH2:24][NH:23][CH2:22]4)=[CH:17][NH:18]3)=[CH:14][CH:13]=2)=[O:11])[CH2:6][CH2:5]1)([CH3:3])[CH3:2].[F:27][C:28]1[CH:29]=[C:30]([CH:34]=[C:35]([F:37])[CH:36]=1)[C:31](O)=[O:32].CN(C(ON1N=NC2C=CC=CC1=2)=[N+](C)C)C.[B-](F)(F)(F)F.CCN(C(C)C)C(C)C. (2) Given the product [CH3:22][O:21][C:6]1[CH:5]=[C:4]([CH:9]=[CH:8][C:7]=1[CH2:10][NH:11][C:12](=[O:20])[CH2:13][C:14]1[CH:19]=[CH:18][CH:17]=[CH:16][CH:15]=1)[C:3]([OH:23])=[O:2], predict the reactants needed to synthesize it. The reactants are: C[O:2][C:3](=[O:23])[C:4]1[CH:9]=[CH:8][C:7]([CH2:10][NH:11][C:12](=[O:20])[CH2:13][C:14]2[CH:19]=[CH:18][CH:17]=[CH:16][CH:15]=2)=[C:6]([O:21][CH3:22])[CH:5]=1.[Li+].[OH-].Cl. (3) Given the product [Cl:12][C:4]1[CH:3]=[C:2]([C:16]#[C:15][C:14]([CH3:18])([CH3:17])[CH3:13])[CH:11]=[CH:10][C:5]=1[C:6]([O:8][CH3:9])=[O:7], predict the reactants needed to synthesize it. The reactants are: Br[C:2]1[CH:11]=[CH:10][C:5]([C:6]([O:8][CH3:9])=[O:7])=[C:4]([Cl:12])[CH:3]=1.[CH3:13][C:14]([CH3:18])([CH3:17])[C:15]#[CH:16]. (4) Given the product [F:1][C:2]1[CH:31]=[CH:30][C:5]([CH2:6][NH:7][C:8]([C:10]2[N:11]=[C:12]3[C:27]([CH3:29])([CH3:28])[CH2:26][CH2:25][N:13]3[C:14](=[O:24])[C:15]=2[OH:16])=[O:9])=[C:4]([C:32](=[O:35])[NH:33][CH3:34])[CH:3]=1, predict the reactants needed to synthesize it. The reactants are: [F:1][C:2]1[CH:31]=[CH:30][C:5]([CH2:6][NH:7][C:8]([C:10]2[N:11]=[C:12]3[C:27]([CH3:29])([CH3:28])[CH2:26][CH2:25][N:13]3[C:14](=[O:24])[C:15]=2[O:16]CC2C=CC=CC=2)=[O:9])=[C:4]([C:32](=[O:35])[NH:33][CH3:34])[CH:3]=1.FC(F)(F)C(O)=O.